Task: Predict the product of the given reaction.. Dataset: Forward reaction prediction with 1.9M reactions from USPTO patents (1976-2016) (1) Given the reactants Cl.[NH2:2][C:3]1[CH:8]=[CH:7][C:6]([O:9][C:10]2[CH:15]=[CH:14][C:13]([C:16]3[N:21]([CH2:22][C:23]4[CH:28]=[CH:27][C:26]([CH3:29])=[CH:25][C:24]=4[CH3:30])[C:20](=[O:31])[C:19]([C:32]#[N:33])=[C:18]([C:34]([F:37])([F:36])[F:35])[CH:17]=3)=[CH:12][CH:11]=2)=[CH:5][CH:4]=1.[CH3:38][S:39](Cl)(=[O:41])=[O:40], predict the reaction product. The product is: [C:32]([C:19]1[C:20](=[O:31])[N:21]([CH2:22][C:23]2[CH:28]=[CH:27][C:26]([CH3:29])=[CH:25][C:24]=2[CH3:30])[C:16]([C:13]2[CH:12]=[CH:11][C:10]([O:9][C:6]3[CH:5]=[CH:4][C:3]([NH:2][S:39]([CH3:38])(=[O:41])=[O:40])=[CH:8][CH:7]=3)=[CH:15][CH:14]=2)=[CH:17][C:18]=1[C:34]([F:37])([F:35])[F:36])#[N:33]. (2) Given the reactants [NH2:1][C:2]1[N:7]=[CH:6][N:5]=[C:4]2[N:8]([CH:27]([CH3:29])[CH3:28])[N:9]=[C:10]([C:11]3[CH:12]=[C:13]4[C:17](=[CH:18][CH:19]=3)[N:16](C(OC(C)(C)C)=O)[CH:15]=[CH:14]4)[C:3]=12.C(O)(C(F)(F)F)=O, predict the reaction product. The product is: [NH:16]1[C:17]2[C:13](=[CH:12][C:11]([C:10]3[C:3]4[C:4](=[N:5][CH:6]=[N:7][C:2]=4[NH2:1])[N:8]([CH:27]([CH3:29])[CH3:28])[N:9]=3)=[CH:19][CH:18]=2)[CH:14]=[CH:15]1. (3) Given the reactants [CH2:1]([O:3][C:4]([C:6]1[C:10]([N+:11]([O-:13])=[O:12])=[CH:9][NH:8][N:7]=1)=[O:5])[CH3:2].C(=O)([O-])[O-].[K+].[K+].Br[CH2:21][CH2:22][O:23][CH3:24], predict the reaction product. The product is: [CH2:1]([O:3][C:4]([C:6]1[N:7]([CH2:21][CH2:22][O:23][CH3:24])[N:8]=[CH:9][C:10]=1[N+:11]([O-:13])=[O:12])=[O:5])[CH3:2]. (4) Given the reactants [F:1][C:2]1[CH:3]=[C:4](B(O)O)[CH:5]=[N:6][C:7]=1[O:8][CH3:9].FC(F)(F)S(O[C:19]1[CH:28]=[CH:27][CH:26]=[C:25]2[C:20]=1[CH2:21][C@H:22]([N:29]([CH2:37][C:38]1[CH:43]=[CH:42][CH:41]=[CH:40][CH:39]=1)[CH2:30][C:31]1[CH:36]=[CH:35][CH:34]=[CH:33][CH:32]=1)[CH2:23][O:24]2)(=O)=O, predict the reaction product. The product is: [CH2:37]([N:29]([CH2:30][C:31]1[CH:36]=[CH:35][CH:34]=[CH:33][CH:32]=1)[C@H:22]1[CH2:21][C:20]2[C:25](=[CH:26][CH:27]=[CH:28][C:19]=2[C:4]2[CH:5]=[N:6][C:7]([O:8][CH3:9])=[C:2]([F:1])[CH:3]=2)[O:24][CH2:23]1)[C:38]1[CH:39]=[CH:40][CH:41]=[CH:42][CH:43]=1.